From a dataset of Catalyst prediction with 721,799 reactions and 888 catalyst types from USPTO. Predict which catalyst facilitates the given reaction. Reactant: O.[NH2:2][NH2:3].[F:4][C:5]([F:12])([F:11])[C:6]([O:8]CC)=O.[OH-].[Na+].[Cl:15][CH2:16][C:17](Cl)=[O:18]. Product: [Cl:15][CH2:16][C:17]([NH:2][NH:3][C:6](=[O:8])[C:5]([F:4])([F:11])[F:12])=[O:18]. The catalyst class is: 10.